This data is from Catalyst prediction with 721,799 reactions and 888 catalyst types from USPTO. The task is: Predict which catalyst facilitates the given reaction. (1) Reactant: [OH:1][C:2]1[C:9]([OH:10])=[C:8]([N+:11]([O-:13])=[O:12])[CH:7]=[CH:6][C:3]=1[CH:4]=[O:5].Br[CH2:15]Cl.C(=O)([O-])[O-].[Cs+].[Cs+].Cl. Product: [N+:11]([C:8]1[C:9]2[O:10][CH2:15][O:1][C:2]=2[C:3]([CH:4]=[O:5])=[CH:6][CH:7]=1)([O-:13])=[O:12]. The catalyst class is: 3. (2) Reactant: [CH3:1][O:2][C:3](=[O:17])[C@@:4]1([CH3:16])[CH2:8][CH2:7][CH2:6][N:5]1[C:9]([O:11][C:12]([CH3:15])([CH3:14])[CH3:13])=[O:10].[OH2:18]. Product: [CH3:1][O:2][C:3](=[O:17])[C@@:4]1([CH3:16])[CH2:8][CH2:7][C:6](=[O:18])[N:5]1[C:9]([O:11][C:12]([CH3:13])([CH3:15])[CH3:14])=[O:10]. The catalyst class is: 14.